From a dataset of Full USPTO retrosynthesis dataset with 1.9M reactions from patents (1976-2016). Predict the reactants needed to synthesize the given product. (1) Given the product [F:1][C:2]1[CH:7]=[CH:6][CH:5]=[C:4]([F:8])[C:3]=1[C:9]1[N:14]=[C:13]2[C:15]([C:37]3[CH:38]=[C:39]([N:43]4[CH2:44][CH2:45][CH:46]([NH:49][C:50](=[O:56])[O:51][C:52]([CH3:54])([CH3:53])[CH3:55])[CH2:47][CH2:48]4)[CH:40]=[N:41][CH:42]=3)=[CH:16][N:17]([S:18]([C:21]3[CH:27]=[CH:26][C:24]([CH3:25])=[CH:23][CH:22]=3)(=[O:20])=[O:19])[C:12]2=[CH:11][CH:10]=1, predict the reactants needed to synthesize it. The reactants are: [F:1][C:2]1[CH:7]=[CH:6][CH:5]=[C:4]([F:8])[C:3]=1[C:9]1[N:14]=[C:13]2[C:15](I)=[CH:16][N:17]([S:18]([C:21]3[CH:27]=[CH:26][C:24]([CH3:25])=[CH:23][CH:22]=3)(=[O:20])=[O:19])[C:12]2=[CH:11][CH:10]=1.CC1(C)C(C)(C)OB([C:37]2[CH:38]=[C:39]([N:43]3[CH2:48][CH2:47][CH:46]([NH:49][C:50](=[O:56])[O:51][C:52]([CH3:55])([CH3:54])[CH3:53])[CH2:45][CH2:44]3)[CH:40]=[N:41][CH:42]=2)O1.C([O-])([O-])=O.[Na+].[Na+]. (2) Given the product [CH2:41]([CH:32]([CH2:33][CH2:34][CH2:35][CH2:36][CH2:37][CH2:38][CH2:39][CH3:40])[CH2:31][C:28]1[S:27][C:26]([C:20]2[C:19]3[S:18][C:17]([Sn:66]([CH3:68])([CH3:67])[CH3:65])=[CH:16][C:15]=3[C:14]([C:12]3[S:13][C:9]([CH2:8][CH:7]([CH2:1][CH2:2][CH2:3][CH2:4][CH2:5][CH3:6])[CH2:47][CH2:48][CH2:49][CH2:50][CH2:51][CH2:52][CH2:53][CH3:54])=[CH:10][CH:11]=3)=[C:25]3[C:21]=2[CH:22]=[C:23]([Sn:66]([CH3:68])([CH3:67])[CH3:65])[S:24]3)=[CH:30][CH:29]=1)[CH2:42][CH2:43][CH2:44][CH2:45][CH3:46], predict the reactants needed to synthesize it. The reactants are: [CH2:1]([CH:7]([CH2:47][CH2:48][CH2:49][CH2:50][CH2:51][CH2:52][CH2:53][CH3:54])[CH2:8][C:9]1[S:13][C:12]([C:14]2[C:25]3[S:24][CH:23]=[CH:22][C:21]=3[C:20]([C:26]3[S:27][C:28]([CH2:31][CH:32]([CH2:41][CH2:42][CH2:43][CH2:44][CH2:45][CH3:46])[CH2:33][CH2:34][CH2:35][CH2:36][CH2:37][CH2:38][CH2:39][CH3:40])=[CH:29][CH:30]=3)=[C:19]3[C:15]=2[CH:16]=[CH:17][S:18]3)=[CH:11][CH:10]=1)[CH2:2][CH2:3][CH2:4][CH2:5][CH3:6].C1COCC1.C([Li])CCC.[CH3:65][Sn:66](Cl)([CH3:68])[CH3:67]. (3) Given the product [F:23][C:24]1[CH:29]=[CH:28][C:27]([C:21](=[NH:22])[C:17]2[CH:16]=[CH:15][CH:14]=[C:13]3[C:18]=2[CH:19]=[CH:20][C:11]([NH:10][C@H:1]2[C:9]4[C:4](=[CH:5][CH:6]=[CH:7][CH:8]=4)[CH2:3][CH2:2]2)=[N:12]3)=[CH:26][CH:25]=1, predict the reactants needed to synthesize it. The reactants are: [C@H:1]1([NH:10][C:11]2[CH:20]=[CH:19][C:18]3[C:17]([C:21]#[N:22])=[CH:16][CH:15]=[CH:14][C:13]=3[N:12]=2)[C:9]2[C:4](=[CH:5][CH:6]=[CH:7][CH:8]=2)[CH2:3][CH2:2]1.[F:23][C:24]1[CH:29]=[CH:28][C:27]([Mg]Br)=[CH:26][CH:25]=1.Cl.[OH-].[Na+]. (4) Given the product [F:1][C:2]1[CH:3]=[C:4]([CH2:16][OH:17])[C:5]2[O:9][C:8]([CH2:10][CH2:11][CH:12]([CH3:14])[CH3:13])=[CH:7][C:6]=2[CH:15]=1, predict the reactants needed to synthesize it. The reactants are: [F:1][C:2]1[CH:3]=[C:4]([C:16](OC)=[O:17])[C:5]2[O:9][C:8]([CH2:10][CH2:11][CH:12]([CH3:14])[CH3:13])=[CH:7][C:6]=2[CH:15]=1.[H-].[H-].[H-].[H-].[Li+].[Al+3]. (5) Given the product [NH2:28][C:24]1([C:21]2[CH:20]=[CH:19][C:18]([C:16]3[C:15]([C:36]4[CH:41]=[CH:40][CH:39]=[CH:38][CH:37]=4)=[CH:14][N:11]4[N:12]=[C:13]5[C:9]([CH:8]=[CH:7][CH:6]=[C:5]5[CH2:3][OH:2])=[C:10]4[N:17]=3)=[CH:23][CH:22]=2)[CH2:25][CH2:26][CH2:27]1, predict the reactants needed to synthesize it. The reactants are: C[O:2][C:3]([C:5]1[C:13]2[C:9](=[C:10]3[N:17]=[C:16]([C:18]4[CH:23]=[CH:22][C:21]([C:24]5([NH:28]C(OC(C)(C)C)=O)[CH2:27][CH2:26][CH2:25]5)=[CH:20][CH:19]=4)[C:15]([C:36]4[CH:41]=[CH:40][CH:39]=[CH:38][CH:37]=4)=[CH:14][N:11]3[N:12]=2)[CH:8]=[CH:7][CH:6]=1)=O.[H-].[Al+3].[Li+].[H-].[H-].[H-].C(OC(=O)NC1(C2C=CC(C3C(C4C=CC=CC=4)=CN4N=C5C(C=CC=C5CO)=C4N=3)=CC=2)CCC1)(C)(C)C. (6) Given the product [C:1]([Si:5]1([C:34]([CH3:37])([CH3:36])[CH3:35])[O:10][C@H:9]2[C@H:11]([O:14][C:15]3[N:19]([CH2:20][O:21][CH2:22][CH2:23][Si:24]([CH3:27])([CH3:26])[CH3:25])[C:18]4[CH:28]=[C:29]([Cl:33])[C:30]([C:49]5[CH:50]=[CH:51][C:46]([B:41]6[O:42][C:43]([CH3:45])([CH3:44])[C:39]([CH3:61])([CH3:38])[O:40]6)=[CH:47][CH:48]=5)=[CH:31][C:17]=4[N:16]=3)[CH2:12][O:13][C@@H:8]2[CH2:7][O:6]1)([CH3:4])([CH3:3])[CH3:2], predict the reactants needed to synthesize it. The reactants are: [C:1]([Si:5]1([C:34]([CH3:37])([CH3:36])[CH3:35])[O:10][C@H:9]2[C@H:11]([O:14][C:15]3[N:19]([CH2:20][O:21][CH2:22][CH2:23][Si:24]([CH3:27])([CH3:26])[CH3:25])[C:18]4[CH:28]=[C:29]([Cl:33])[C:30](I)=[CH:31][C:17]=4[N:16]=3)[CH2:12][O:13][C@@H:8]2[CH2:7][O:6]1)([CH3:4])([CH3:3])[CH3:2].[CH3:38][C:39]1([CH3:61])[C:43]([CH3:45])([CH3:44])[O:42][B:41]([C:46]2[CH:51]=[CH:50][C:49](B3OC(C)(C)C(C)(C)O3)=[CH:48][CH:47]=2)[O:40]1.